Dataset: CYP2D6 inhibition data for predicting drug metabolism from PubChem BioAssay. Task: Regression/Classification. Given a drug SMILES string, predict its absorption, distribution, metabolism, or excretion properties. Task type varies by dataset: regression for continuous measurements (e.g., permeability, clearance, half-life) or binary classification for categorical outcomes (e.g., BBB penetration, CYP inhibition). Dataset: cyp2d6_veith. The result is 0 (non-inhibitor). The compound is CS(=O)(=O)N1CCC[C@@]2(CCN(c3ccccc3)C2)C1.